From a dataset of Catalyst prediction with 721,799 reactions and 888 catalyst types from USPTO. Predict which catalyst facilitates the given reaction. (1) Reactant: [CH3:1][O:2][CH2:3][C@H:4]([NH:6][C:7]1[C:12]([NH2:13])=[C:11]([C:14]2[C:15]([CH3:22])=[N:16][C:17]([O:20][CH3:21])=[CH:18][CH:19]=2)[N:10]=[CH:9][N:8]=1)[CH3:5].[C:23](OCC)(=[O:27])[C:24]([CH3:26])=O. Product: [CH3:1][O:2][CH2:3][C@H:4]([N:6]1[C:7]2[N:8]=[CH:9][N:10]=[C:11]([C:14]3[C:15]([CH3:22])=[N:16][C:17]([O:20][CH3:21])=[CH:18][CH:19]=3)[C:12]=2[N:13]=[C:24]([CH3:26])[C:23]1=[O:27])[CH3:5]. The catalyst class is: 8. (2) Reactant: [NH2:1][C:2]1[CH:3]=[C:4]([N:16]([CH2:21][C:22]2[CH:27]=[CH:26][C:25]([O:28][CH3:29])=[CH:24][CH:23]=2)[C:17](=[O:20])[O:18][CH3:19])[CH:5]=[C:6]([N:9]2[CH2:14][CH2:13][N:12]([CH3:15])[CH2:11][CH2:10]2)[C:7]=1[F:8].[CH:30]1([N:33]([CH2:49][C:50]2[CH:55]=[CH:54][C:53]([O:56][CH3:57])=[CH:52][CH:51]=2)[C:34]2[C:39]3=[N:40][CH:41]=[C:42]([C:43]#[N:44])[N:38]3[N:37]=[C:36](S(C)(=O)=O)[N:35]=2)[CH2:32][CH2:31]1.C([O-])([O-])=O.[Cs+].[Cs+]. Product: [C:43]([C:42]1[N:38]2[C:39]([C:34]([N:33]([CH:30]3[CH2:32][CH2:31]3)[CH2:49][C:50]3[CH:55]=[CH:54][C:53]([O:56][CH3:57])=[CH:52][CH:51]=3)=[N:35][C:36]([NH:1][C:2]3[CH:3]=[C:4]([N:16]([CH2:21][C:22]4[CH:23]=[CH:24][C:25]([O:28][CH3:29])=[CH:26][CH:27]=4)[C:17](=[O:20])[O:18][CH3:19])[CH:5]=[C:6]([N:9]4[CH2:10][CH2:11][N:12]([CH3:15])[CH2:13][CH2:14]4)[C:7]=3[F:8])=[N:37]2)=[N:40][CH:41]=1)#[N:44]. The catalyst class is: 3.